This data is from Ames mutagenicity test results for genotoxicity prediction. The task is: Regression/Classification. Given a drug SMILES string, predict its toxicity properties. Task type varies by dataset: regression for continuous values (e.g., LD50, hERG inhibition percentage) or binary classification for toxic/non-toxic outcomes (e.g., AMES mutagenicity, cardiotoxicity, hepatotoxicity). Dataset: ames. The compound is CCC#N. The result is 0 (non-mutagenic).